This data is from NCI-60 drug combinations with 297,098 pairs across 59 cell lines. The task is: Regression. Given two drug SMILES strings and cell line genomic features, predict the synergy score measuring deviation from expected non-interaction effect. (1) Drug 1: C1CCC(C(C1)N)N.C(=O)(C(=O)[O-])[O-].[Pt+4]. Drug 2: CC(C)CN1C=NC2=C1C3=CC=CC=C3N=C2N. Cell line: SK-MEL-2. Synergy scores: CSS=13.7, Synergy_ZIP=2.81, Synergy_Bliss=2.15, Synergy_Loewe=-4.92, Synergy_HSA=-4.37. (2) Drug 1: CC12CCC(CC1=CCC3C2CCC4(C3CC=C4C5=CN=CC=C5)C)O. Drug 2: C1CCC(CC1)NC(=O)N(CCCl)N=O. Cell line: SF-539. Synergy scores: CSS=22.7, Synergy_ZIP=-10.4, Synergy_Bliss=-1.31, Synergy_Loewe=-3.24, Synergy_HSA=-0.395. (3) Drug 1: COC1=C(C=C2C(=C1)N=CN=C2NC3=CC(=C(C=C3)F)Cl)OCCCN4CCOCC4. Drug 2: CC1CCC2CC(C(=CC=CC=CC(CC(C(=O)C(C(C(=CC(C(=O)CC(OC(=O)C3CCCCN3C(=O)C(=O)C1(O2)O)C(C)CC4CCC(C(C4)OC)O)C)C)O)OC)C)C)C)OC. Cell line: KM12. Synergy scores: CSS=21.7, Synergy_ZIP=-5.56, Synergy_Bliss=-5.62, Synergy_Loewe=0.0562, Synergy_HSA=0.382.